This data is from Reaction yield outcomes from USPTO patents with 853,638 reactions. The task is: Predict the reaction yield, written as a fraction of the theoretical maximum amount of product (1.0 means a 100% yield; for example, 0.34 means a 34% yield). (1) The reactants are FC(F)(F)S(O[C:7]1[CH:12]=[CH:11][C:10]([N:13]2[CH:18]=[C:17]([O:19][CH3:20])[C:16](=[O:21])[C:15]([C:22]3[N:26]([C:27]4[CH:32]=[CH:31][CH:30]=[CH:29][CH:28]=4)[N:25]=[CH:24][CH:23]=3)=[N:14]2)=[C:9]([F:33])[CH:8]=1)(=O)=O.[O:36]1[CH2:41][CH:40]=[C:39](B2OC(C)(C)C(C)(C)O2)[CH2:38][CH2:37]1.C([O-])([O-])=O.[Na+].[Na+].COCCOC. The catalyst is C1C=CC([P]([Pd]([P](C2C=CC=CC=2)(C2C=CC=CC=2)C2C=CC=CC=2)([P](C2C=CC=CC=2)(C2C=CC=CC=2)C2C=CC=CC=2)[P](C2C=CC=CC=2)(C2C=CC=CC=2)C2C=CC=CC=2)(C2C=CC=CC=2)C2C=CC=CC=2)=CC=1.O. The product is [O:36]1[CH2:37][CH:38]=[C:39]([C:7]2[CH:12]=[CH:11][C:10]([N:13]3[CH:18]=[C:17]([O:19][CH3:20])[C:16](=[O:21])[C:15]([C:22]4[N:26]([C:27]5[CH:32]=[CH:31][CH:30]=[CH:29][CH:28]=5)[N:25]=[CH:24][CH:23]=4)=[N:14]3)=[C:9]([F:33])[CH:8]=2)[CH2:40][CH2:41]1. The yield is 0.910. (2) The reactants are C(O)(=O)C.[Cl:5][C:6]1[CH:11]=[C:10]([N+:12]([O-])=O)[CH:9]=[C:8]([C:15]([F:18])([F:17])[F:16])[C:7]=1[NH2:19]. The catalyst is O1CCCC1.[Zn]. The product is [Cl:5][C:6]1[CH:11]=[C:10]([NH2:12])[CH:9]=[C:8]([C:15]([F:18])([F:17])[F:16])[C:7]=1[NH2:19]. The yield is 0.830. (3) The reactants are Br[C:2]1[CH:7]=[CH:6][C:5]([CH3:8])=[C:4]([Cl:9])[CH:3]=1.[Li]CCCC.[CH3:15][C:16]([CH3:18])=[O:17]. The catalyst is C1COCC1. The product is [Cl:9][C:4]1[CH:3]=[C:2]([C:16]([OH:17])([CH3:18])[CH3:15])[CH:7]=[CH:6][C:5]=1[CH3:8]. The yield is 0.800. (4) The reactants are [C:1]1([CH:7](O)[CH3:8])[CH:6]=[CH:5][CH:4]=[CH:3][CH:2]=1.C1(C(F)(F)[F:17])C=CC=CC=1. The catalyst is C(Cl)Cl. The product is [F:17][CH:7]([C:1]1[CH:6]=[CH:5][CH:4]=[CH:3][CH:2]=1)[CH3:8]. The yield is 0.810. (5) The reactants are [C:1]([O:5][C:6]([NH:8][CH2:9][C:10]1[C:11]([CH2:32][CH:33]([CH3:35])[CH3:34])=[N:12][C:13]2[C:18]([C:19]=1[C:20]1[CH:25]=[CH:24][C:23]([CH3:26])=[CH:22][CH:21]=1)=[CH:17][C:16]([O:27][CH2:28][C:29](O)=[O:30])=[CH:15][CH:14]=2)=[O:7])([CH3:4])([CH3:3])[CH3:2].C1C(=O)N(OC(ON2C(=O)CCC2=O)=O)C(=O)C1.[CH3:54][S:55]([NH2:58])(=[O:57])=[O:56].C1CCN2C(=NCCC2)CC1. The catalyst is CN(C)C=O.O. The product is [CH2:32]([C:11]1[C:10]([CH2:9][NH:8][C:6](=[O:7])[O:5][C:1]([CH3:4])([CH3:3])[CH3:2])=[C:19]([C:20]2[CH:25]=[CH:24][C:23]([CH3:26])=[CH:22][CH:21]=2)[C:18]2[C:13](=[CH:14][CH:15]=[C:16]([O:27][CH2:28][C:29]([NH:58][S:55]([CH3:54])(=[O:57])=[O:56])=[O:30])[CH:17]=2)[N:12]=1)[CH:33]([CH3:35])[CH3:34]. The yield is 0.980.